From a dataset of Forward reaction prediction with 1.9M reactions from USPTO patents (1976-2016). Predict the product of the given reaction. (1) Given the reactants [F:1][C:2]1[CH:7]=[CH:6][C:5]([CH:8]2[CH2:13][CH2:12][N:11](C(OC(C)(C)C)=O)[CH2:10][CH:9]2[O:21][CH2:22][C:23]2[CH:28]=[CH:27][C:26]([O:29][CH3:30])=[CH:25][CH:24]=2)=[CH:4][CH:3]=1.Cl, predict the reaction product. The product is: [F:1][C:2]1[CH:3]=[CH:4][C:5]([CH:8]2[CH2:13][CH2:12][NH:11][CH2:10][CH:9]2[O:21][CH2:22][C:23]2[CH:24]=[CH:25][C:26]([O:29][CH3:30])=[CH:27][CH:28]=2)=[CH:6][CH:7]=1. (2) Given the reactants FC([Si:5]([CH3:8])([CH3:7])[CH3:6])(F)F.[Si:9]([O:16][C@H:17]1[CH2:22][CH2:21][C@H:20]2[C@@:23]3([CH:48]=[CH2:49])[C@H:32]([C@@H:33]([CH2:35][CH2:36][CH2:37][CH2:38][CH2:39][C:40](=[O:45])[C:41]([F:44])([F:43])[F:42])[CH2:34][C@:18]12[CH3:19])[C:31]1[CH:30]=[CH:29][C:28]([O:46][CH3:47])=[CH:27][C:26]=1[CH2:25][CH2:24]3)(C(C)(C)C)([CH3:11])[CH3:10], predict the reaction product. The product is: [C:18]([C@H:19]1[CH2:22][CH2:21][C@H:20]2[C@@:23]3([CH:48]=[CH2:49])[C@H:32]([C@@H:33]([CH2:35][CH2:36][CH2:37][CH2:38][CH2:39][C:40]([C:41]([F:44])([F:43])[F:42])([O:45][Si:5]([CH3:6])([CH3:7])[CH3:8])[C:41]([F:42])([F:44])[F:43])[CH2:34][C@:18]12[CH2:17][O:16][SiH:9]([CH3:10])[CH3:11])[C:31]1[CH:30]=[CH:29][C:28]([O:46][CH3:47])=[CH:27][C:26]=1[CH2:25][CH2:24]3)([CH3:20])([CH3:19])[CH3:17]. (3) Given the reactants [OH:1][C:2]1[CH:3]=[C:4]([CH3:15])[C:5]([N+:12]([O-])=O)=[C:6]([CH:11]=1)[C:7]([O:9][CH3:10])=[O:8].[H][H].[ClH:18].O1CCOCC1, predict the reaction product. The product is: [ClH:18].[NH2:12][C:5]1[C:4]([CH3:15])=[CH:3][C:2]([OH:1])=[CH:11][C:6]=1[C:7]([O:9][CH3:10])=[O:8].[ClH:18].[NH2:12][C:5]1[C:4]([CH3:15])=[CH:3][C:2]([OH:1])=[CH:11][C:6]=1[C:7]([OH:9])=[O:8]. (4) The product is: [NH2:1][C:2]1[NH:3][C:4](=[O:11])[C:5]([C:9]#[N:10])=[C:6]([S:12][CH2:13][CH2:14][C:15]2[CH:20]=[CH:19][CH:18]=[CH:17][N:16]=2)[N:7]=1. Given the reactants [NH2:1][C:2]1[NH:3][C:4](=[O:11])[C:5]([C:9]#[N:10])=[C:6](Cl)[N:7]=1.[SH:12][CH2:13][CH2:14][C:15]1[CH:20]=[CH:19][CH:18]=[CH:17][N:16]=1.C1CCN2C(=NCCC2)CC1, predict the reaction product. (5) The product is: [CH2:14]([N:17]1[CH2:12][C:4]2[C:5](=[CH:10][CH:11]=[C:2]([Br:1])[CH:3]=2)[C:6]1=[O:8])[CH:15]=[CH2:16]. Given the reactants [Br:1][C:2]1[CH:11]=[CH:10][C:5]([C:6]([O:8]C)=O)=[C:4]([CH2:12]Br)[CH:3]=1.[CH2:14]([NH2:17])[CH:15]=[CH2:16], predict the reaction product. (6) Given the reactants CS[C:3]1[NH:4][C:5](=[O:9])[CH:6]=[CH:7][N:8]=1.[CH3:10][N:11]1[C:15]([NH2:16])=[CH:14][CH:13]=[N:12]1, predict the reaction product. The product is: [CH3:10][N:11]1[C:15]([NH:16][C:3]2[NH:4][C:5](=[O:9])[CH:6]=[CH:7][N:8]=2)=[CH:14][CH:13]=[N:12]1. (7) Given the reactants Br[C:2]1[S:3][C:4]([NH:12][C:13]([O:15][C:16]([CH3:19])([CH3:18])[CH3:17])=[O:14])=[C:5]([C:7]([O:9][CH2:10][CH3:11])=[O:8])[N:6]=1.[F:20][C:21]1[CH:22]=[C:23]([C:37]2(O)[CH2:42][CH2:41][O:40][CH2:39][CH2:38]2)[CH:24]=[C:25]([F:36])[C:26]=1B1OC(C)(C)C(C)(C)O1, predict the reaction product. The product is: [C:16]([O:15][C:13]([NH:12][C:4]1[S:3][C:2]([C:26]2[C:25]([F:36])=[CH:24][C:23]([CH:37]3[CH2:38][CH2:39][O:40][CH2:41][CH2:42]3)=[CH:22][C:21]=2[F:20])=[N:6][C:5]=1[C:7]([O:9][CH2:10][CH3:11])=[O:8])=[O:14])([CH3:19])([CH3:18])[CH3:17].